This data is from Full USPTO retrosynthesis dataset with 1.9M reactions from patents (1976-2016). The task is: Predict the reactants needed to synthesize the given product. (1) Given the product [N:10]1[C:3]2[C:2]([NH:11][CH2:12][CH2:13][C:14]3[CH:28]=[CH:27][C:17]([O:18][C:19]4[CH:20]=[C:21]([CH:24]=[CH:25][N:26]=4)[C:22]#[N:23])=[CH:16][CH:15]=3)=[N:7][CH:6]=[N:5][C:4]=2[S:8][CH:9]=1, predict the reactants needed to synthesize it. The reactants are: Cl[C:2]1[C:3]2[N:10]=[CH:9][S:8][C:4]=2[N:5]=[CH:6][N:7]=1.[NH2:11][CH2:12][CH2:13][C:14]1[CH:28]=[CH:27][C:17]([O:18][C:19]2[CH:20]=[C:21]([CH:24]=[CH:25][N:26]=2)[C:22]#[N:23])=[CH:16][CH:15]=1.CCN(CC)CC.Cl. (2) Given the product [CH3:8][C:7]1[CH:6]=[CH:5][C:4]([NH:9][S:10]([CH3:13])(=[O:12])=[O:11])=[CH:3][C:2]=1[B:14]1[O:18][C:17]([CH3:20])([CH3:19])[C:16]([CH3:22])([CH3:21])[O:15]1, predict the reactants needed to synthesize it. The reactants are: Br[C:2]1[CH:3]=[C:4]([NH:9][S:10]([CH3:13])(=[O:12])=[O:11])[CH:5]=[CH:6][C:7]=1[CH3:8].[B:14]1([B:14]2[O:18][C:17]([CH3:20])([CH3:19])[C:16]([CH3:22])([CH3:21])[O:15]2)[O:18][C:17]([CH3:20])([CH3:19])[C:16]([CH3:22])([CH3:21])[O:15]1.C([O-])(=O)C.[K+].N#N. (3) Given the product [F:9][C:5]1[CH:4]=[C:3]([CH:8]=[CH:7][CH:6]=1)[CH2:2][O:10][C:11]1[CH:16]=[CH:15][C:14]([C:17]2([CH2:21][C:22]([O:24][CH2:25][CH3:26])=[O:23])[CH2:18][O:19][CH2:20]2)=[CH:13][CH:12]=1, predict the reactants needed to synthesize it. The reactants are: Cl[CH2:2][C:3]1[CH:8]=[CH:7][CH:6]=[C:5]([F:9])[CH:4]=1.[OH:10][C:11]1[CH:16]=[CH:15][C:14]([C:17]2([CH2:21][C:22]([O:24][CH2:25][CH3:26])=[O:23])[CH2:20][O:19][CH2:18]2)=[CH:13][CH:12]=1.C(=O)([O-])[O-].[Cs+].[Cs+]. (4) Given the product [CH:4]([O:7][C:8]([N:10]1[C:19]2[C:14](=[N:15][C:16]([CH3:42])=[CH:17][CH:18]=2)[C@H:13]([N:21]([C:37](=[O:39])[CH3:38])[CH2:22][C:23]2[CH:28]=[C:27]([C:29]([F:32])([F:31])[F:30])[CH:26]=[C:25]([C:33]([F:36])([F:35])[F:34])[CH:24]=2)[CH2:12][C@@H:11]1[CH2:40][CH3:41])=[O:9])([CH3:6])[CH3:5], predict the reactants needed to synthesize it. The reactants are: ClCCl.[CH:4]([O:7][C:8]([N:10]1[C:19]2[C:14](=[N:15][C:16](Br)=[CH:17][CH:18]=2)[C@H:13]([N:21]([C:37](=[O:39])[CH3:38])[CH2:22][C:23]2[CH:28]=[C:27]([C:29]([F:32])([F:31])[F:30])[CH:26]=[C:25]([C:33]([F:36])([F:35])[F:34])[CH:24]=2)[CH2:12][C@@H:11]1[CH2:40][CH3:41])=[O:9])([CH3:6])[CH3:5].[CH3:42]B(O)O.[F-].[Cs+].